From a dataset of Reaction yield outcomes from USPTO patents with 853,638 reactions. Predict the reaction yield, written as a fraction of the theoretical maximum amount of product (1.0 means a 100% yield; for example, 0.34 means a 34% yield). (1) The reactants are [Na+].[Cl:2][C:3]1[CH:11]=[CH:10][C:6]([C:7]([O-:9])=O)=[CH:5][C:4]=1[O:12][C:13]1[C:14]([NH:28][C:29]2[S:30][CH:31]=[C:32]([CH3:34])[N:33]=2)=[N:15][CH:16]=[C:17]([S:19][CH:20]([C:22]2[CH:27]=[CH:26][CH:25]=[CH:24][N:23]=2)[CH3:21])[CH:18]=1.C([Cl:40])(=O)OCC.[CH3:41][N:42]([CH3:46])[CH2:43][CH2:44][NH2:45].[OH-].[Na+].[ClH:49]. The catalyst is C(Cl)Cl.CCOCC. The product is [ClH:2].[ClH:40].[ClH:49].[Cl:2][C:3]1[CH:11]=[CH:10][C:6]([C:7]([NH:45][CH2:44][CH2:43][N:42]([CH3:46])[CH3:41])=[O:9])=[CH:5][C:4]=1[O:12][C:13]1[C:14]([NH:28][C:29]2[S:30][CH:31]=[C:32]([CH3:34])[N:33]=2)=[N:15][CH:16]=[C:17]([S:19][CH:20]([C:22]2[CH:27]=[CH:26][CH:25]=[CH:24][N:23]=2)[CH3:21])[CH:18]=1. The yield is 0.148. (2) The reactants are [CH2:1]([C:4]1([CH3:22])[O:9][C:8](=[O:10])[NH:7][C:6]2[CH:11]=[CH:12][C:13]([C:15]3[CH:20]=[CH:19][CH:18]=[C:17]([Cl:21])[CH:16]=3)=[CH:14][C:5]1=2)[CH:2]=[CH2:3].ClC(Cl)(OC(=O)OC(Cl)(Cl)Cl)Cl. The catalyst is C1COCC1. The product is [CH2:1]([C:4]1([CH3:22])[O:9][C:8](=[O:10])[NH:7][C:6]2[CH:11]=[CH:12][C:13]([C:15]3[CH:20]=[CH:19][CH:18]=[C:17]([Cl:21])[CH:16]=3)=[CH:14][C:5]1=2)[C:2]1[CH:3]=[CH:2][CH:1]=[CH:4][CH:3]=1. The yield is 0.300. (3) The yield is 0.757. The catalyst is C(O)C. The reactants are [C:1]([C:3]1[C:4]([CH:19]([C:23]2[CH:28]=[CH:27][C:26]([Cl:29])=[C:25]([Cl:30])[CH:24]=2)[CH2:20][CH:21]=[O:22])=[C:5]([C:14]([O:16][CH2:17][CH3:18])=[O:15])[S:6][C:7]=1[N:8]1[CH2:13][CH2:12][O:11][CH2:10][CH2:9]1)#[N:2].[BH4-].[Na+]. The product is [C:1]([C:3]1[C:4]([CH:19]([C:23]2[CH:28]=[CH:27][C:26]([Cl:29])=[C:25]([Cl:30])[CH:24]=2)[CH2:20][CH2:21][OH:22])=[C:5]([C:14]([O:16][CH2:17][CH3:18])=[O:15])[S:6][C:7]=1[N:8]1[CH2:9][CH2:10][O:11][CH2:12][CH2:13]1)#[N:2]. (4) The yield is 0.360. The product is [O:27]1[CH2:28][CH2:29][CH:24]([NH:23][C:2]2[CH:9]=[C:8]([N:10]3[C:18]4[CH2:17][C:16]([CH3:20])([CH3:19])[CH2:15][C:14](=[O:21])[C:13]=4[C:12]([CH3:22])=[CH:11]3)[CH:7]=[CH:6][C:3]=2[C:4]([NH2:5])=[O:33])[CH2:25][CH2:26]1. The reactants are Br[C:2]1[CH:9]=[C:8]([N:10]2[C:18]3[CH2:17][C:16]([CH3:20])([CH3:19])[CH2:15][C:14](=[O:21])[C:13]=3[C:12]([CH3:22])=[CH:11]2)[CH:7]=[CH:6][C:3]=1[C:4]#[N:5].[NH2:23][CH:24]1[CH2:29][CH2:28][O:27][CH2:26][CH2:25]1.CC(C)([O-:33])C.[Na+]. The catalyst is C1(C)C=CC=CC=1.C([O-])(=O)C.[Pd+2].C([O-])(=O)C.C1(P(C2C=CC=CC=2)[C-]2C=CC=C2)C=CC=CC=1.[C-]1(P(C2C=CC=CC=2)C2C=CC=CC=2)C=CC=C1.[Fe+2]. (5) The reactants are [OH-].[K+].Cl[CH2:4][CH:5]([O:8][CH3:9])[O:6][CH3:7].O.[CH2:11]([OH:14])[CH2:12][OH:13]. No catalyst specified. The product is [CH3:7][O:6][CH:5]([O:8][CH3:9])[CH2:4][O:13][CH2:12][CH2:11][OH:14]. The yield is 0.449. (6) The yield is 0.370. The product is [C:10]([OH:15])(=[O:16])[CH2:11][CH2:12][C:13]([OH:3])=[O:14].[C:1]1([O:8][CH3:9])[C:2](=[CH:4][CH:5]=[CH:6][CH:7]=1)[OH:3]. The catalyst is CN(C)C1C=CN=CC=1.N1C=CC=CC=1. The reactants are [C:1]1([O:8][CH3:9])[C:2](=[CH:4][CH:5]=[CH:6][CH:7]=1)[OH:3].[C:10]1(=[O:16])[O:15][C:13](=[O:14])[CH2:12][CH2:11]1.C(Cl)Cl. (7) The reactants are [NH:1]1[CH2:6][CH2:5][O:4][C@H:3]([C:7]2[CH:8]=[CH:9][C:10]([NH2:13])=[N:11][CH:12]=2)[CH2:2]1.[C:14]1([CH2:20][CH:21]=O)[CH:19]=[CH:18][CH:17]=[CH:16][CH:15]=1.C(O[BH-](OC(=O)C)OC(=O)C)(=O)C.[Na+]. The catalyst is O1CCCC1.C(=O)([O-])O.[Na+]. The product is [C:14]1([CH2:20][CH2:21][N:1]2[CH2:6][CH2:5][O:4][C@H:3]([C:7]3[CH:8]=[CH:9][C:10]([NH2:13])=[N:11][CH:12]=3)[CH2:2]2)[CH:19]=[CH:18][CH:17]=[CH:16][CH:15]=1. The yield is 0.240.